From a dataset of Catalyst prediction with 721,799 reactions and 888 catalyst types from USPTO. Predict which catalyst facilitates the given reaction. (1) Reactant: [CH2:1]([N:8]1[CH2:13][CH2:12][N:11](CC2C=CC=CC=2)[CH2:10][CH:9]1[C:21]([O:23][CH2:24][CH3:25])=[O:22])[C:2]1[CH:7]=[CH:6][CH:5]=[CH:4][CH:3]=1.C(Cl)(=O)OC(Cl)C. Product: [CH2:1]([N:8]1[CH2:13][CH2:12][NH:11][CH2:10][CH:9]1[C:21]([O:23][CH2:24][CH3:25])=[O:22])[C:2]1[CH:3]=[CH:4][CH:5]=[CH:6][CH:7]=1. The catalyst class is: 26. (2) Reactant: [CH2:1]([O:8][CH2:9][C:10]1([C:20]#[CH:21])[CH2:19][CH2:18][C:13]2([O:17][CH2:16][CH2:15][O:14]2)[CH2:12][CH2:11]1)[C:2]1[CH:7]=[CH:6][CH:5]=[CH:4][CH:3]=1.C([Li])CCC.[CH3:27][C:28]1[CH:35]=[CH:34][C:31]([CH:32]=[O:33])=[CH:30][CH:29]=1.[Cl-].[NH4+]. The catalyst class is: 7. Product: [CH2:1]([O:8][CH2:9][C:10]1([C:20]#[C:21][CH:32]([C:31]2[CH:34]=[CH:35][C:28]([CH3:27])=[CH:29][CH:30]=2)[OH:33])[CH2:19][CH2:18][C:13]2([O:14][CH2:15][CH2:16][O:17]2)[CH2:12][CH2:11]1)[C:2]1[CH:3]=[CH:4][CH:5]=[CH:6][CH:7]=1. (3) Reactant: [Cl:1][C:2]1[S:6][C:5]([C:7]([NH:9][CH2:10][C:11]2[CH:12]=[N:13][N:14]([C:16]3[CH:21]=[CH:20][C:19](I)=[CH:18][CH:17]=3)[CH:15]=2)=[O:8])=[CH:4][CH:3]=1.[OH:23][C:24]1[CH:29]=[CH:28][CH:27]=[CH:26][N:25]=1.OC1C=CC=C2C=1N=CC=C2.C([O-])([O-])=O.[K+].[K+]. Product: [Cl:1][C:2]1[S:6][C:5]([C:7]([NH:9][CH2:10][C:11]2[CH:12]=[N:13][N:14]([C:16]3[CH:21]=[CH:20][C:19]([N:25]4[CH:26]=[CH:27][CH:28]=[CH:29][C:24]4=[O:23])=[CH:18][CH:17]=3)[CH:15]=2)=[O:8])=[CH:4][CH:3]=1. The catalyst class is: 156. (4) Reactant: [CH:1]1([C:4]2[CH:10]=[CH:9][CH:8]=[C:7]([CH3:11])[C:5]=2[O-:6])[CH2:3][CH2:2]1.[Na+].C(O)(C)(C)C.[OH:18][C:19]1[CH:24]=[C:23]([Cl:25])[N:22]=[N:21][C:20]=1Cl.C1(C2C=CC=C(C)C=2O)CC1. Product: [Cl:25][C:23]1[N:22]=[N:21][C:20]([O:6][C:5]2[C:7]([CH3:11])=[CH:8][CH:9]=[CH:10][C:4]=2[CH:1]2[CH2:3][CH2:2]2)=[C:19]([OH:18])[CH:24]=1. The catalyst class is: 93. (5) Reactant: [S:1]([CH:5]1[CH2:10][CH2:9][N:8]([C:11]([O:13][C:14]([CH3:17])([CH3:16])[CH3:15])=[O:12])[CH2:7][CH2:6]1)(=[O:4])(=[O:3])[NH2:2].Br[C:19]1[CH:24]=[CH:23][N:22]=[C:21]2[N:25]([CH:39]([CH3:41])[CH3:40])[CH:26]=[C:27]([C:28]3[CH:36]=[C:35]4[C:31]([CH2:32][CH2:33][N:34]4[CH3:37])=[CH:30][C:29]=3[F:38])[C:20]=12.CC1(C)C2C(=C(P(C3C=CC=CC=3)C3C=CC=CC=3)C=CC=2)OC2C(P(C3C=CC=CC=3)C3C=CC=CC=3)=CC=CC1=2.C(=O)([O-])[O-].[Cs+].[Cs+]. Product: [F:38][C:29]1[CH:30]=[C:31]2[C:35](=[CH:36][C:28]=1[C:27]1[C:20]3[C:21](=[N:22][CH:23]=[CH:24][C:19]=3[NH:2][S:1]([CH:5]3[CH2:6][CH2:7][N:8]([C:11]([O:13][C:14]([CH3:17])([CH3:16])[CH3:15])=[O:12])[CH2:9][CH2:10]3)(=[O:4])=[O:3])[N:25]([CH:39]([CH3:40])[CH3:41])[CH:26]=1)[N:34]([CH3:37])[CH2:33][CH2:32]2. The catalyst class is: 62.